This data is from Catalyst prediction with 721,799 reactions and 888 catalyst types from USPTO. The task is: Predict which catalyst facilitates the given reaction. (1) Reactant: [NH2:1][C:2]1[N:6]=[CH:5][N:4]([C:7]2[CH:14]=[CH:13][C:12](/[CH:15]=[CH:16]/[CH:17]([C:22]3[CH:27]=[C:26]([Cl:28])[C:25]([Cl:29])=[C:24]([Cl:30])[CH:23]=3)[C:18]([F:21])([F:20])[F:19])=[CH:11][C:8]=2[C:9]#[N:10])[N:3]=1.[CH:31]1([C:34](Cl)=[O:35])[CH2:33][CH2:32]1. Product: [C:9]([C:8]1[CH:11]=[C:12](/[CH:15]=[CH:16]/[CH:17]([C:22]2[CH:23]=[C:24]([Cl:30])[C:25]([Cl:29])=[C:26]([Cl:28])[CH:27]=2)[C:18]([F:19])([F:20])[F:21])[CH:13]=[CH:14][C:7]=1[N:4]1[CH:5]=[N:6][C:2]([NH:1][C:34]([CH:31]2[CH2:33][CH2:32]2)=[O:35])=[N:3]1)#[N:10]. The catalyst class is: 2. (2) Reactant: FC(F)(F)C(O)=O.[CH3:8][O:9][C:10](=[O:33])[C@H:11]([CH2:23][C:24]1[CH:29]=[CH:28][C:27]([N+:30]([O-:32])=[O:31])=[CH:26][CH:25]=1)[NH:12][C:13]([C:15]1([CH2:20][CH2:21][NH2:22])[CH2:19][CH2:18][CH2:17][CH2:16]1)=[O:14].C(N(C(C)C)CC)(C)C.[C:43](O[C:43]([O:45][C:46]([CH3:49])([CH3:48])[CH3:47])=[O:44])([O:45][C:46]([CH3:49])([CH3:48])[CH3:47])=[O:44]. Product: [CH3:8][O:9][C:10](=[O:33])[C@H:11]([CH2:23][C:24]1[CH:29]=[CH:28][C:27]([N+:30]([O-:32])=[O:31])=[CH:26][CH:25]=1)[NH:12][C:13]([C:15]1([CH2:20][CH2:21][NH:22][C:43]([O:45][C:46]([CH3:49])([CH3:48])[CH3:47])=[O:44])[CH2:16][CH2:17][CH2:18][CH2:19]1)=[O:14]. The catalyst class is: 12. (3) Reactant: Br[C:2]1[CH:3]=[CH:4][C:5]2[O:14][CH2:13][CH2:12][C:11]3[S:10][C:9]([C:15]4[N:16]([CH:20]([CH3:22])[CH3:21])[N:17]=[CH:18][N:19]=4)=[N:8][C:7]=3[C:6]=2[CH:23]=1.[CH3:24][C:25]1[C:30](B(O)O)=[CH:29][CH:28]=[CH:27][N:26]=1.C([O-])(=O)C.[K+].CN(C=O)C. Product: [CH:20]([N:16]1[C:15]([C:9]2[S:10][C:11]3[CH2:12][CH2:13][O:14][C:5]4[CH:4]=[CH:3][C:2]([C:30]5[C:25]([CH3:24])=[N:26][CH:27]=[CH:28][CH:29]=5)=[CH:23][C:6]=4[C:7]=3[N:8]=2)=[N:19][CH:18]=[N:17]1)([CH3:22])[CH3:21]. The catalyst class is: 103. (4) Reactant: C(OC([N:8]1[CH2:12][CH2:11][C:10]([C:14]2[CH:19]=[CH:18][C:17]([Cl:20])=[CH:16][CH:15]=2)([OH:13])[CH2:9]1)=O)(C)(C)C.C(O)(C(F)(F)F)=O. Product: [Cl:20][C:17]1[CH:16]=[CH:15][C:14]([C:10]2([OH:13])[CH2:11][CH2:12][NH:8][CH2:9]2)=[CH:19][CH:18]=1. The catalyst class is: 2. (5) Reactant: [Si:1]([O:8][C:9]1[CH:17]=[C:16]2[C:12]([CH:13]=[CH:14][NH:15]2)=[CH:11][CH:10]=1)([C:4]([CH3:7])([CH3:6])[CH3:5])([CH3:3])[CH3:2].[C:18](O[C:18]([O:20][C:21]([CH3:24])([CH3:23])[CH3:22])=[O:19])([O:20][C:21]([CH3:24])([CH3:23])[CH3:22])=[O:19]. Product: [C:21]([O:20][C:18]([N:15]1[C:16]2[C:12](=[CH:11][CH:10]=[C:9]([O:8][Si:1]([C:4]([CH3:7])([CH3:6])[CH3:5])([CH3:3])[CH3:2])[CH:17]=2)[CH:13]=[CH:14]1)=[O:19])([CH3:24])([CH3:23])[CH3:22]. The catalyst class is: 119. (6) Reactant: [NH:1]1[CH2:6][CH2:5][O:4][CH2:3][CH2:2]1.Cl.C(N=C=NCCCN(C)C)C.[CH3:19][O:20][C:21]1[C:22](=[O:45])[C:23]([CH3:44])=[C:24]([CH2:30][C:31]2[CH:32]=[CH:33][C:34]([O:40][CH:41]([CH3:43])[CH3:42])=[C:35]([CH:39]=2)[C:36](O)=[O:37])[C:25](=[O:29])[C:26]=1[O:27][CH3:28]. Product: [CH3:19][O:20][C:21]1[C:22](=[O:45])[C:23]([CH3:44])=[C:24]([CH2:30][C:31]2[CH:32]=[CH:33][C:34]([O:40][CH:41]([CH3:42])[CH3:43])=[C:35]([CH:39]=2)[C:36]([N:1]2[CH2:6][CH2:5][O:4][CH2:3][CH2:2]2)=[O:37])[C:25](=[O:29])[C:26]=1[O:27][CH3:28]. The catalyst class is: 2. (7) Reactant: [CH2:1]([N:3]=[C:4]=[O:5])[CH3:2].[NH2:6][C:7]1[N:12]=[CH:11][C:10](/[CH:13]=[CH:14]/[C:15]([N:17]([CH3:29])[CH2:18][C:19]2[N:20]([CH3:28])[C:21]3[C:26]([CH:27]=2)=[CH:25][CH:24]=[CH:23][CH:22]=3)=[O:16])=[CH:9][CH:8]=1.C(N(CC)CC)C. Product: [CH2:1]([NH:3][C:4](=[O:5])[NH:6][C:7]1[N:12]=[CH:11][C:10](/[CH:13]=[CH:14]/[C:15]([N:17]([CH3:29])[CH2:18][C:19]2[N:20]([CH3:28])[C:21]3[C:26]([CH:27]=2)=[CH:25][CH:24]=[CH:23][CH:22]=3)=[O:16])=[CH:9][CH:8]=1)[CH3:2]. The catalyst class is: 3. (8) Reactant: [C:1]([C:3]1[CH:4]=[C:5]2[C:9](=[CH:10][CH:11]=1)[CH2:8][N:7](C(OC(C)(C)C)=O)[CH2:6]2)#[N:2]. Product: [CH2:8]1[C:9]2[C:5](=[CH:4][C:3]([C:1]#[N:2])=[CH:11][CH:10]=2)[CH2:6][NH:7]1. The catalyst class is: 137.